Dataset: HIV replication inhibition screening data with 41,000+ compounds from the AIDS Antiviral Screen. Task: Binary Classification. Given a drug SMILES string, predict its activity (active/inactive) in a high-throughput screening assay against a specified biological target. The compound is COc1ccc(C(=NN)C2=NNC3(CCCCC3)NN2)cc1. The result is 0 (inactive).